This data is from Catalyst prediction with 721,799 reactions and 888 catalyst types from USPTO. The task is: Predict which catalyst facilitates the given reaction. (1) Reactant: [CH3:1][C:2]1[O:3][C:4]2[C:5](=[CH:7][S:8][CH:9]=2)[N:6]=1.C(=O)=O.[Br:13]N1C(=O)CCC1=O.[Cl-].[Na+]. Product: [Br:13][C:9]1[S:8][CH:7]=[C:5]2[C:4]=1[O:3][C:2]([CH3:1])=[N:6]2. The catalyst class is: 7. (2) Reactant: [H-].[Na+].[CH3:3][N:4]1[CH2:9][CH2:8][NH:7][C:6](=[O:10])[C:5]1=[O:11].F[C:13]1[CH:20]=[CH:19][C:16]([CH:17]=[O:18])=[CH:15][CH:14]=1. Product: [CH3:3][N:4]1[CH2:9][CH2:8][N:7]([C:13]2[CH:20]=[CH:19][C:16]([CH:17]=[O:18])=[CH:15][CH:14]=2)[C:6](=[O:10])[C:5]1=[O:11]. The catalyst class is: 9. (3) Reactant: Br[C:2]1[CH:3]=[C:4]([CH:7]=[O:8])[O:5][CH:6]=1.[CH:9]1(B(O)O)[CH2:11][CH2:10]1.ClC1C=CC(CC2C=C(C=O)SC=2)=CC=1.C1(P(C2C=CC=CC=2)C2C=CC=CC=2)C=CC=CC=1.C1(P(C2CCCCC2)C2CCCCC2)CCCCC1. Product: [CH:9]1([C:2]2[CH:3]=[C:4]([CH:7]=[O:8])[O:5][CH:6]=2)[CH2:11][CH2:10]1. The catalyst class is: 93.